From a dataset of NCI-60 drug combinations with 297,098 pairs across 59 cell lines. Regression. Given two drug SMILES strings and cell line genomic features, predict the synergy score measuring deviation from expected non-interaction effect. (1) Drug 1: C1=CC(=CC=C1CCCC(=O)O)N(CCCl)CCCl. Drug 2: CC1C(C(CC(O1)OC2CC(CC3=C2C(=C4C(=C3O)C(=O)C5=C(C4=O)C(=CC=C5)OC)O)(C(=O)CO)O)N)O.Cl. Cell line: HCT116. Synergy scores: CSS=40.2, Synergy_ZIP=0.243, Synergy_Bliss=-1.01, Synergy_Loewe=-25.2, Synergy_HSA=1.19. (2) Drug 1: CC(C1=C(C=CC(=C1Cl)F)Cl)OC2=C(N=CC(=C2)C3=CN(N=C3)C4CCNCC4)N. Drug 2: CCCCCOC(=O)NC1=NC(=O)N(C=C1F)C2C(C(C(O2)C)O)O. Cell line: TK-10. Synergy scores: CSS=-1.53, Synergy_ZIP=-0.906, Synergy_Bliss=-2.87, Synergy_Loewe=-4.35, Synergy_HSA=-3.60. (3) Drug 1: CC(C1=C(C=CC(=C1Cl)F)Cl)OC2=C(N=CC(=C2)C3=CN(N=C3)C4CCNCC4)N. Drug 2: C1=CC=C(C=C1)NC(=O)CCCCCCC(=O)NO. Cell line: MCF7. Synergy scores: CSS=22.1, Synergy_ZIP=-5.77, Synergy_Bliss=1.55, Synergy_Loewe=-2.49, Synergy_HSA=1.97. (4) Drug 1: C1CCN(CC1)CCOC2=CC=C(C=C2)C(=O)C3=C(SC4=C3C=CC(=C4)O)C5=CC=C(C=C5)O. Drug 2: C(CN)CNCCSP(=O)(O)O. Cell line: MCF7. Synergy scores: CSS=8.82, Synergy_ZIP=2.76, Synergy_Bliss=7.99, Synergy_Loewe=-0.562, Synergy_HSA=3.47. (5) Drug 1: CCC(=C(C1=CC=CC=C1)C2=CC=C(C=C2)OCCN(C)C)C3=CC=CC=C3.C(C(=O)O)C(CC(=O)O)(C(=O)O)O. Drug 2: COC1=C2C(=CC3=C1OC=C3)C=CC(=O)O2. Cell line: IGROV1. Synergy scores: CSS=0.246, Synergy_ZIP=0.851, Synergy_Bliss=2.58, Synergy_Loewe=-0.111, Synergy_HSA=0.0622.